Dataset: Reaction yield outcomes from USPTO patents with 853,638 reactions. Task: Predict the reaction yield, written as a fraction of the theoretical maximum amount of product (1.0 means a 100% yield; for example, 0.34 means a 34% yield). (1) The reactants are [C:1]([O:5][C:6](=[O:18])[CH:7]=[CH:8][C:9]1[CH:14]=[CH:13][C:12]([OH:15])=[CH:11][C:10]=1[CH:16]=[O:17])([CH3:4])([CH3:3])[CH3:2].[C:19]([Si:23](Cl)([C:30]1[CH:35]=[CH:34][CH:33]=[CH:32][CH:31]=1)[C:24]1[CH:29]=[CH:28][CH:27]=[CH:26][CH:25]=1)([CH3:22])([CH3:21])[CH3:20].C(N(CC)CC)C. The catalyst is C(Cl)Cl. The product is [C:1]([O:5][C:6](=[O:18])[CH:7]=[CH:8][C:9]1[CH:14]=[CH:13][C:12]([O:15][Si:23]([C:19]([CH3:22])([CH3:21])[CH3:20])([C:30]2[CH:31]=[CH:32][CH:33]=[CH:34][CH:35]=2)[C:24]2[CH:29]=[CH:28][CH:27]=[CH:26][CH:25]=2)=[CH:11][C:10]=1[CH:16]=[O:17])([CH3:4])([CH3:2])[CH3:3]. The yield is 0.930. (2) The reactants are [C:1]([C:3]1([C:6]2[CH:7]=[C:8]([CH:29]=[CH:30][CH:31]=2)[C:9]([NH:11][C:12]2[CH:17]=[C:16]([O:18][C:19]3[CH:24]=[CH:23][C:22]([N+:25]([O-])=O)=[CH:21][CH:20]=3)[CH:15]=[CH:14][C:13]=2[CH3:28])=[O:10])[CH2:5][CH2:4]1)#[N:2].[Cl-].[Ca+2].[Cl-].O. The catalyst is C(O)C. The product is [NH2:25][C:22]1[CH:23]=[CH:24][C:19]([O:18][C:16]2[CH:15]=[CH:14][C:13]([CH3:28])=[C:12]([NH:11][C:9](=[O:10])[C:8]3[CH:29]=[CH:30][CH:31]=[C:6]([C:3]4([C:1]#[N:2])[CH2:5][CH2:4]4)[CH:7]=3)[CH:17]=2)=[CH:20][CH:21]=1. The yield is 0.840. (3) The reactants are [CH2:1]([S:3]([C:6]1[CH:7]=[CH:8][C:9]([F:26])=[C:10]([C:12]2[C:13]3[CH:22]=[C:21]([C:23](O)=[O:24])[NH:20][C:14]=3[C:15](=[O:19])[N:16]([CH3:18])[CH:17]=2)[CH:11]=1)(=[O:5])=[O:4])[CH3:2].C(Cl)(=O)C(Cl)=O.CN(C)C=O.[CH2:38]([NH2:40])[CH3:39].O1CCCC1. The catalyst is ClCCl. The product is [CH2:38]([NH:40][C:23]([C:21]1[NH:20][C:14]2[C:15](=[O:19])[N:16]([CH3:18])[CH:17]=[C:12]([C:10]3[CH:11]=[C:6]([S:3]([CH2:1][CH3:2])(=[O:5])=[O:4])[CH:7]=[CH:8][C:9]=3[F:26])[C:13]=2[CH:22]=1)=[O:24])[CH3:39]. The yield is 0.880. (4) The reactants are ClC(N(C)C)=C(C)C.[F:9][C:10]1[CH:15]=[CH:14][CH:13]=[C:12]([F:16])[C:11]=1[C:17]1[S:18][CH:19]=[C:20]([C:22]([OH:24])=O)[N:21]=1.[NH2:25][C:26]1[C:27]([N:35]2[CH2:40][CH2:39][CH2:38][C@H:37]([NH:41][C:42](=[O:48])[O:43][C:44]([CH3:47])([CH3:46])[CH3:45])[CH2:36]2)=[C:28]2[S:34][CH:33]=[CH:32][C:29]2=[N:30][CH:31]=1.N1C=CC=CC=1. The catalyst is C(Cl)Cl. The product is [F:16][C:12]1[CH:13]=[CH:14][CH:15]=[C:10]([F:9])[C:11]=1[C:17]1[S:18][CH:19]=[C:20]([C:22]([NH:25][C:26]2[C:27]([N:35]3[CH2:40][CH2:39][CH2:38][C@H:37]([NH:41][C:42](=[O:48])[O:43][C:44]([CH3:46])([CH3:45])[CH3:47])[CH2:36]3)=[C:28]3[S:34][CH:33]=[CH:32][C:29]3=[N:30][CH:31]=2)=[O:24])[N:21]=1. The yield is 0.960. (5) The reactants are [H-].[Na+].[C:3]([C:7]1[CH:12]=[C:11]([C:13]([CH3:16])([CH3:15])[CH3:14])[CH:10]=[CH:9][C:8]=1[OH:17])([CH3:6])([CH3:5])[CH3:4].[C:18]1([CH3:28])[CH:23]=[CH:22][C:21]([S:24](Cl)(=[O:26])=[O:25])=[CH:20][CH:19]=1.O. The catalyst is CCOCC.C1(C)C=CC=CC=1. The product is [C:18]1([CH3:28])[CH:23]=[CH:22][C:21]([S:24]([O:17][C:8]2[CH:9]=[CH:10][C:11]([C:13]([CH3:16])([CH3:15])[CH3:14])=[CH:12][C:7]=2[C:3]([CH3:6])([CH3:5])[CH3:4])(=[O:26])=[O:25])=[CH:20][CH:19]=1. The yield is 0.380. (6) The reactants are [NH2:1][C:2]1[CH:3]=[C:4]([OH:12])[C:5](=[CH:10][CH:11]=1)[C:6]([O:8][CH3:9])=[O:7].[Br:13][C:14]1[S:18][C:17]([S:19](Cl)(=[O:21])=[O:20])=[CH:16][CH:15]=1. No catalyst specified. The product is [Br:13][C:14]1[S:18][C:17]([S:19]([NH:1][C:2]2[CH:11]=[CH:10][C:5]([C:6]([O:8][CH3:9])=[O:7])=[C:4]([OH:12])[CH:3]=2)(=[O:21])=[O:20])=[CH:16][CH:15]=1. The yield is 0.710. (7) The reactants are [O:1]=[C:2]([N:8]1[CH2:13][CH:12]2[CH:10]([N:11]2[S:14]([C:17]2[C:22]([CH:23]([CH3:25])[CH3:24])=[CH:21][C:20]([CH:26]([CH3:28])[CH3:27])=[CH:19][C:18]=2[CH:29]([CH3:31])[CH3:30])(=[O:16])=[O:15])[CH2:9]1)[CH2:3][CH2:4][C:5]([OH:7])=[O:6].F[P-](F)(F)(F)(F)F.N1(O[P+](N(C)C)(N(C)C)N(C)C)C2C=CC=CC=2N=N1.O[N:60]1[C:64](=[O:65])[CH2:63][CH2:62][C:61]1=[O:66].C(N(C(C)C)CC)(C)C. The catalyst is ClCCl. The product is [O:66]=[C:61]1[CH2:62][CH2:63][C:64](=[O:65])[N:60]1[O:6][C:5](=[O:7])[CH2:4][CH2:3][C:2](=[O:1])[N:8]1[CH2:9][CH:10]2[CH:12]([N:11]2[S:14]([C:17]2[C:22]([CH:23]([CH3:24])[CH3:25])=[CH:21][C:20]([CH:26]([CH3:28])[CH3:27])=[CH:19][C:18]=2[CH:29]([CH3:31])[CH3:30])(=[O:16])=[O:15])[CH2:13]1. The yield is 0.390.